This data is from Peptide-MHC class II binding affinity with 134,281 pairs from IEDB. The task is: Regression. Given a peptide amino acid sequence and an MHC pseudo amino acid sequence, predict their binding affinity value. This is MHC class II binding data. (1) The peptide sequence is TPGERNPYENILYKI. The MHC is DRB1_0101 with pseudo-sequence DRB1_0101. The binding affinity (normalized) is 0.340. (2) The peptide sequence is LVKPGAGIMIFDPYG. The MHC is HLA-DQA10102-DQB10602 with pseudo-sequence HLA-DQA10102-DQB10602. The binding affinity (normalized) is 0.513.